Dataset: Reaction yield outcomes from USPTO patents with 853,638 reactions. Task: Predict the reaction yield, written as a fraction of the theoretical maximum amount of product (1.0 means a 100% yield; for example, 0.34 means a 34% yield). (1) The reactants are [H-].[Na+].[CH2:3]([SH:5])[CH3:4].Cl[C:7]1[CH:14]=[C:13]([Cl:15])[CH:12]=[C:11]([CH3:16])[C:8]=1[C:9]#[N:10]. The catalyst is O1CCCC1. The product is [Cl:15][C:13]1[CH:12]=[C:11]([CH3:16])[C:8]([C:9]#[N:10])=[C:7]([S:5][CH2:3][CH3:4])[CH:14]=1. The yield is 0.440. (2) The reactants are Br[C:2]12[CH2:11][CH:6]3[CH2:7][CH:8]([CH2:10][CH:4]([CH2:5]3)[CH2:3]1)[CH2:9]2.[PH4+].[BH4-].[Na+].CC(N=NC(C#N)(C)C)(C#N)C. The catalyst is CC#N.C(Cl)(Cl)Cl. The product is [CH:2]12[CH2:11][CH:6]3[CH2:7][CH:8]([CH2:10][CH:4]([CH2:5]3)[CH2:3]1)[CH2:9]2. The yield is 1.00.